Dataset: Forward reaction prediction with 1.9M reactions from USPTO patents (1976-2016). Task: Predict the product of the given reaction. (1) The product is: [O:1]1[CH:6]([OH:7])[CH2:5][C@@H:4]([CH:8]([CH3:10])[CH3:9])[CH2:3][CH:2]1[C@H:11]([C@@H:13]1[C@:30]2([CH3:31])[C@@H:16]([C@H:17]3[C@H:27]([CH2:28][CH2:29]2)[C@:25]2([CH3:26])[CH:20]([CH2:21][CH:22]([OH:32])[CH2:23][CH2:24]2)[CH2:19][CH2:18]3)[C:15](=[O:33])[CH2:14]1)[CH3:12]. Given the reactants [O:1]1[CH:6]([OH:7])[CH2:5][C@@H:4]([CH:8]([CH3:10])[CH3:9])[CH2:3][CH:2]1[C@H:11]([C@@H:13]1[C@:30]2([CH3:31])[C@H:16]([C@H:17]3[C@H:27]([CH2:28][CH2:29]2)[C@:25]2([CH3:26])[CH:20]([CH2:21][CH:22]([OH:32])[CH2:23][CH2:24]2)[CH2:19][CH2:18]3)[C:15](=[O:33])[CH2:14]1)[CH3:12].[OH-].[K+], predict the reaction product. (2) The product is: [CH3:1][C:2]1[O:6][C:5]([C@@H:7]2[CH2:12][CH2:11][CH2:10][CH2:9][NH:8]2)=[N:4][N:3]=1. Given the reactants [CH3:1][C:2]1[O:6][C:5]([C@@H:7]2[CH2:12][CH2:11][CH2:10][CH2:9][N:8]2C(OC(C)(C)C)=O)=[N:4][N:3]=1.C(O)(C(F)(F)F)=O, predict the reaction product. (3) Given the reactants [N:1]([C:4]1[CH:9]=[CH:8][C:7]([O:10][CH3:11])=[CH:6][CH:5]=1)=[N+:2]=[N-:3].[Cl:12][C:13]1[CH:18]=[CH:17][C:16]([CH2:19][C:20]#[N:21])=[C:15]([F:22])[CH:14]=1.C[O-].[Na+], predict the reaction product. The product is: [Cl:12][C:13]1[CH:18]=[CH:17][C:16]([C:19]2[N:3]=[N:2][N:1]([C:4]3[CH:5]=[CH:6][C:7]([O:10][CH3:11])=[CH:8][CH:9]=3)[C:20]=2[NH2:21])=[C:15]([F:22])[CH:14]=1. (4) Given the reactants [CH2:1]([N:3]([CH2:8][CH3:9])[C:4](=[O:7])[CH:5]=[CH2:6])[CH3:2].[C:10]([N:14]1[CH2:19][CH2:18][O:17][CH2:16][CH2:15]1)(=[O:13])[CH:11]=[CH2:12].C(O)(CC)(C)C.N(C(C1NCCN=1)(C)C)=NC(C1NCCN=1)(C)C, predict the reaction product. The product is: [CH2:1]([N:3]([CH2:8][CH3:9])[C:4](=[O:7])[CH:5]=[CH2:6])[CH3:2].[C:10]([N:14]1[CH2:19][CH2:18][O:17][CH2:16][CH2:15]1)(=[O:13])[CH:11]=[CH2:12]. (5) Given the reactants Br[C:2]1[CH:3]=[CH:4][C:5]2[NH:11][C:10](=[O:12])[CH2:9][O:8][C:7]([CH3:18])([C:13]3[S:14][CH:15]=[CH:16][CH:17]=3)[C:6]=2[CH:19]=1.Br[C:21]1[CH:22]=[CH:23][C:24]([F:29])=[C:25]([CH:28]=1)[C:26]#[N:27], predict the reaction product. The product is: [F:29][C:24]1[CH:23]=[CH:22][C:21]([C:2]2[CH:3]=[CH:4][C:5]3[NH:11][C:10](=[O:12])[CH2:9][O:8][C:7]([CH3:18])([C:13]4[S:14][CH:15]=[CH:16][CH:17]=4)[C:6]=3[CH:19]=2)=[CH:28][C:25]=1[C:26]#[N:27]. (6) Given the reactants [Br:1][C:2]1[CH:7]=[CH:6][C:5]([CH2:8]Br)=[C:4]([F:10])[CH:3]=1.[C-:11]#[N:12].[K+].C(O)C, predict the reaction product. The product is: [Br:1][C:2]1[CH:7]=[CH:6][C:5]([CH2:8][C:11]#[N:12])=[C:4]([F:10])[CH:3]=1.